This data is from Forward reaction prediction with 1.9M reactions from USPTO patents (1976-2016). The task is: Predict the product of the given reaction. (1) Given the reactants [PH2](=O)OC[CH:4]([CH2:26][CH3:27])[CH2:5][C:6]1[CH:11]=[CH:10][C:9]([NH:12][C:13]2[N:18]=[C:17]([Cl:19])[C:16]([C:20]([F:23])([F:22])[F:21])=[CH:15][N:14]=2)=[C:8]([O:24][CH3:25])[CH:7]=1.NC1C=CC(CCC([PH:38](=[O:42])[O:39][CH2:40][CH3:41])C)=CC=1OC, predict the reaction product. The product is: [Cl:19][C:17]1[C:16]([C:20]([F:23])([F:22])[F:21])=[CH:15][N:14]=[C:13]([NH:12][C:9]2[CH:10]=[CH:11][C:6]([CH2:5][CH2:4][CH:26]([PH:38](=[O:42])[O:39][CH2:40][CH3:41])[CH3:27])=[CH:7][C:8]=2[O:24][CH3:25])[N:18]=1. (2) Given the reactants C([Li])CCC.C[CH2:7][CH2:8][CH2:9][CH2:10][CH3:11].[C:12](#[N:14])[CH3:13].[Cl-].[NH4+:16].[O:17]1[CH2:21]CCC1, predict the reaction product. The product is: [OH:17][CH:21]([C:9]1[CH:8]=[CH:7][N:16]=[CH:11][CH:10]=1)[CH2:13][C:12]#[N:14].